This data is from Reaction yield outcomes from USPTO patents with 853,638 reactions. The task is: Predict the reaction yield, written as a fraction of the theoretical maximum amount of product (1.0 means a 100% yield; for example, 0.34 means a 34% yield). (1) The reactants are [C:1]([C:4]1[CH:33]=[CH:32][C:7]([O:8][CH2:9][C:10]2[CH:15]=[CH:14][C:13]([CH:16]([O:25][CH:26]3[CH2:31][CH2:30][CH2:29][CH2:28][O:27]3)[C:17]3[CH:18]=[C:19]([CH:22]=[CH:23][CH:24]=3)[C:20]#[N:21])=[CH:12][CH:11]=2)=[C:6]([C:34]([F:37])([F:36])[F:35])[C:5]=1[OH:38])(=[O:3])[CH3:2].[N-:39]=[N+:40]=[N-:41].[Na+].Cl.C(N(CC)CC)C. No catalyst specified. The product is [OH:38][C:5]1[C:6]([C:34]([F:36])([F:35])[F:37])=[C:7]([O:8][CH2:9][C:10]2[CH:15]=[CH:14][C:13]([CH:16]([O:25][CH:26]3[CH2:31][CH2:30][CH2:29][CH2:28][O:27]3)[C:17]3[CH:24]=[CH:23][CH:22]=[C:19]([C:20]4[N:39]=[N:40][NH:41][N:21]=4)[CH:18]=3)=[CH:12][CH:11]=2)[CH:32]=[CH:33][C:4]=1[C:1](=[O:3])[CH3:2]. The yield is 0.960. (2) The reactants are ClC(OC(Cl)(Cl)Cl)=O.C(O[C:14]([NH:16][C:17]1[C:22]([C:23]([OH:25])=[O:24])=[CH:21][N:20]=[CH:19][CH:18]=1)=[O:15])(C)(C)C. The catalyst is O1CCOCC1. The product is [NH:16]1[C:17]2[CH:18]=[CH:19][N:20]=[CH:21][C:22]=2[C:23](=[O:24])[O:25][C:14]1=[O:15]. The yield is 0.980. (3) The reactants are [NH2:1][C:2]1[CH:7]=[C:6]([F:8])[C:5]([F:9])=[CH:4][C:3]=1[NH2:10].[N:11]#[C:12]Br.C(=O)(O)[O-].[Na+]. The catalyst is O. The product is [F:8][C:6]1[C:5]([F:9])=[CH:4][C:3]2[NH:10][C:12]([NH2:11])=[N:1][C:2]=2[CH:7]=1. The yield is 0.590. (4) The reactants are [O:1]=[C:2]1[CH:14](C(OC(C)(C)C)=O)[N:6]2[C:7]3[C:12]([CH:13]=[C:5]2[CH2:4][CH2:3]1)=[CH:11][CH:10]=[CH:9][CH:8]=3. The catalyst is C1(C)C=CC=CC=1. The product is [CH:11]1[CH:10]=[CH:9][CH:8]=[C:7]2[C:12]=1[CH:13]=[C:5]1[CH2:4][CH2:3][C:2](=[O:1])[CH2:14][N:6]12. The yield is 0.820. (5) The reactants are [NH2:1][C:2]1[N:6]([CH3:7])[C:5](=[O:8])[C:4]([C:20]2[CH:25]=[CH:24][C:23]([O:26][CH:27]([F:29])[F:28])=[CH:22][CH:21]=2)([C:9]2[CH:14]=[CH:13][CH:12]=[C:11]([C:15]#[C:16][CH2:17][O:18][CH3:19])[CH:10]=2)[N:3]=1. The catalyst is C(O)C.N1C2C(=CC=CC=2)C=CC=1.[Pd].CC([O-])=O.CC([O-])=O.[Pb+2]. The product is [NH2:1][C:2]1[N:6]([CH3:7])[C:5](=[O:8])[C:4]([C:20]2[CH:21]=[CH:22][C:23]([O:26][CH:27]([F:29])[F:28])=[CH:24][CH:25]=2)([C:9]2[CH:14]=[CH:13][CH:12]=[C:11](/[CH:15]=[CH:16]\[CH2:17][O:18][CH3:19])[CH:10]=2)[N:3]=1. The yield is 0.500.